From a dataset of Catalyst prediction with 721,799 reactions and 888 catalyst types from USPTO. Predict which catalyst facilitates the given reaction. (1) Reactant: [Cl:1][C:2]1[CH:7]=[CH:6][CH:5]=[CH:4][C:3]=1[N:8]1[CH:12]([C:13]2[CH:18]=[CH:17][C:16]([N:19]3[CH2:24][CH2:23][CH:22]([NH:25]C(OC(C)(C)C)=O)[CH2:21][CH2:20]3)=[CH:15][CH:14]=2)[CH2:11][C:10]([C:33]([C:39]([F:42])([F:41])[F:40])([C:35]([F:38])([F:37])[F:36])[OH:34])=[N:9]1.Cl. Product: [ClH:1].[Cl:1][C:2]1[CH:7]=[CH:6][CH:5]=[CH:4][C:3]=1[N:8]1[CH:12]([C:13]2[CH:18]=[CH:17][C:16]([N:19]3[CH2:20][CH2:21][CH:22]([NH2:25])[CH2:23][CH2:24]3)=[CH:15][CH:14]=2)[CH2:11][C:10]([C:33]([C:39]([F:42])([F:40])[F:41])([C:35]([F:36])([F:38])[F:37])[OH:34])=[N:9]1. The catalyst class is: 13. (2) Reactant: [N+:1]([C:4]1[CH:5]=[C:6]([C:9]([O:11][CH2:12][CH3:13])=[O:10])[NH:7][CH:8]=1)([O-:3])=[O:2].[H-].[Na+].Br[CH2:17][C:18]([C:20]1[CH:25]=[CH:24][C:23]([O:26][CH3:27])=[CH:22][CH:21]=1)=[O:19]. Product: [CH3:27][O:26][C:23]1[CH:24]=[CH:25][C:20]([C:18](=[O:19])[CH2:17][N:7]2[CH:8]=[C:4]([N+:1]([O-:3])=[O:2])[CH:5]=[C:6]2[C:9]([O:11][CH2:12][CH3:13])=[O:10])=[CH:21][CH:22]=1. The catalyst class is: 3. (3) Reactant: [F:1][C:2]1[CH:10]=[C:9]2[C:5]([CH:6]=[N:7][N:8]2[CH3:11])=[CH:4][C:3]=1[CH2:12][C:13]1[N:17]2[N:18]=[C:19]([CH:22]([OH:25])[CH2:23][CH3:24])[CH:20]=[CH:21][C:16]2=[N:15][CH:14]=1.CC(OI1(OC(C)=O)(OC(C)=O)OC(=O)C2C=CC=CC1=2)=O. Product: [F:1][C:2]1[CH:10]=[C:9]2[C:5]([CH:6]=[N:7][N:8]2[CH3:11])=[CH:4][C:3]=1[CH2:12][C:13]1[N:17]2[N:18]=[C:19]([C:22](=[O:25])[CH2:23][CH3:24])[CH:20]=[CH:21][C:16]2=[N:15][CH:14]=1. The catalyst class is: 2.